From a dataset of P-glycoprotein inhibition data for predicting drug efflux from Broccatelli et al.. Regression/Classification. Given a drug SMILES string, predict its absorption, distribution, metabolism, or excretion properties. Task type varies by dataset: regression for continuous measurements (e.g., permeability, clearance, half-life) or binary classification for categorical outcomes (e.g., BBB penetration, CYP inhibition). Dataset: pgp_broccatelli. (1) The molecule is CC(=O)O[C@H](c1ccccc1)[C@H]1CCCCN1. The result is 0 (non-inhibitor). (2) The compound is CC(=O)c1cccc(OC[C@H](O)CN2CCOCC2)c1. The result is 0 (non-inhibitor). (3) The result is 0 (non-inhibitor). The molecule is CCN(CC)CCOC(=O)[C@H](Cc1ccccc1)c1ccccc1. (4) The compound is O=C(CCc1ccccc1)c1cc(Oc2ccccc2)ccc1OC[C@H](O)CN1CCN(Cc2ccccc2)CC1. The result is 1 (inhibitor). (5) The drug is CCC(=O)N(c1ccccc1)C1CCN(CCc2ccccc2)CC1. The result is 1 (inhibitor). (6) The result is 1 (inhibitor). The compound is COc1cc2c(cc1OC)CN(CCc1ccc(NC(=O)c3ccccc3NC(=O)c3cccs3)cc1)CC2. (7) The compound is CC(=O)[C@@]1(O)CC[C@@H]2[C@H]3C[C@H](C)C4=CC(=O)C=C[C@@]4(C)[C@]3(F)[C@H](O)C[C@@]21C. The result is 0 (non-inhibitor).